Dataset: Forward reaction prediction with 1.9M reactions from USPTO patents (1976-2016). Task: Predict the product of the given reaction. (1) Given the reactants Cl[C:2]1[N:11]=[C:10]([OH:12])[C:9]2[C:4](=[CH:5][CH:6]=[CH:7][CH:8]=2)[N:3]=1.[CH:13]([CH:16]1[CH2:21][NH:20][CH2:19][CH2:18][NH:17]1)([CH3:15])[CH3:14], predict the reaction product. The product is: [CH:13]([CH:16]1[NH:17][CH2:18][CH2:19][N:20]([C:2]2[N:11]=[C:10]([OH:12])[C:9]3[C:4](=[CH:5][CH:6]=[CH:7][CH:8]=3)[N:3]=2)[CH2:21]1)([CH3:15])[CH3:14]. (2) Given the reactants [CH:1]1([C:4]2[NH:5][C:6]3[CH:12]=[CH:11][CH:10]=[CH:9][C:7]=3[N:8]=2)[CH2:3][CH2:2]1.Cl[C:14]1[N:22]=[C:21]2[C:17]([N:18]=[C:19]([CH2:24][N:25]3[CH2:30][CH2:29][N:28]([C:31]([CH3:38])([CH3:37])[C:32]([O:34][CH2:35][CH3:36])=[O:33])[CH2:27][CH2:26]3)[N:20]2[CH3:23])=[C:16]([N:39]2[CH2:44][CH2:43][O:42][CH2:41][CH2:40]2)[N:15]=1, predict the reaction product. The product is: [CH:1]1([C:4]2[N:5]([C:14]3[N:22]=[C:21]4[C:17]([N:18]=[C:19]([CH2:24][N:25]5[CH2:26][CH2:27][N:28]([C:31]([CH3:37])([CH3:38])[C:32]([O:34][CH2:35][CH3:36])=[O:33])[CH2:29][CH2:30]5)[N:20]4[CH3:23])=[C:16]([N:39]4[CH2:40][CH2:41][O:42][CH2:43][CH2:44]4)[N:15]=3)[C:6]3[CH:12]=[CH:11][CH:10]=[CH:9][C:7]=3[N:8]=2)[CH2:3][CH2:2]1.